From a dataset of CYP1A2 inhibition data for predicting drug metabolism from PubChem BioAssay. Regression/Classification. Given a drug SMILES string, predict its absorption, distribution, metabolism, or excretion properties. Task type varies by dataset: regression for continuous measurements (e.g., permeability, clearance, half-life) or binary classification for categorical outcomes (e.g., BBB penetration, CYP inhibition). Dataset: cyp1a2_veith. (1) The molecule is Cn1sc(NC(=O)c2ccccc2Cl)nc1=O. The result is 0 (non-inhibitor). (2) The molecule is O=c1c(CCc2ccccc2)nc2cnc(N3CCNCC3)nc2n1C1CC1. The result is 1 (inhibitor). (3) The compound is COCC(=O)N1CCC2(CC1)CN(C(=O)Nc1cccc(F)c1)C2. The result is 0 (non-inhibitor).